Dataset: Forward reaction prediction with 1.9M reactions from USPTO patents (1976-2016). Task: Predict the product of the given reaction. (1) Given the reactants [CH3:1][N:2]([CH3:7])[CH2:3][CH2:4][NH:5][CH3:6].[Cl:8][C:9]1[C:10]([C:28]2[C:36]3[C:31](=[CH:32][CH:33]=[CH:34][CH:35]=3)[N:30]([CH3:37])[CH:29]=2)=[N:11][C:12]([NH:15][C:16]2[CH:21]=[C:20]([N+:22]([O-:24])=[O:23])[C:19](F)=[CH:18][C:17]=2[O:26][CH3:27])=[N:13][CH:14]=1.CCN(C(C)C)C(C)C, predict the reaction product. The product is: [Cl:8][C:9]1[C:10]([C:28]2[C:36]3[C:31](=[CH:32][CH:33]=[CH:34][CH:35]=3)[N:30]([CH3:37])[CH:29]=2)=[N:11][C:12]([NH:15][C:16]2[CH:21]=[C:20]([N+:22]([O-:24])=[O:23])[C:19]([N:5]([CH2:4][CH2:3][N:2]([CH3:7])[CH3:1])[CH3:6])=[CH:18][C:17]=2[O:26][CH3:27])=[N:13][CH:14]=1. (2) Given the reactants [OH:1][C:2]1[CH:9]=[CH:8][C:5]([CH:6]=O)=[CH:4][C:3]=1[O:10][CH3:11].[C:12](O)(=O)CC(O)=O.N1CCCCC1.O, predict the reaction product. The product is: [OH:1][C:2]1[CH:9]=[CH:8][C:5]([CH:6]=[CH2:12])=[CH:4][C:3]=1[O:10][CH3:11]. (3) Given the reactants [F:1][C:2]1[CH:7]=[CH:6][CH:5]=[CH:4][C:3]=1[C:8](=O)[CH:9]=[C:10]1[C:15](=O)[C@@:14]2([CH3:20])[C:17]([CH3:19])([CH3:18])[C@@H:11]1[CH2:12][C@@H:13]2[O:21][C:22](=[O:24])[CH3:23].O.[NH2:27][NH2:28].CC(O)=O.CCO, predict the reaction product. The product is: [C:22]([O:21][C@@H:13]1[C@:14]2([CH3:20])[C:17]([CH3:19])([CH3:18])[C@@H:11]([C:10]3[CH:9]=[C:8]([C:3]4[CH:4]=[CH:5][CH:6]=[CH:7][C:2]=4[F:1])[N:27]=[N:28][C:15]=32)[CH2:12]1)(=[O:24])[CH3:23].